From a dataset of Catalyst prediction with 721,799 reactions and 888 catalyst types from USPTO. Predict which catalyst facilitates the given reaction. (1) Reactant: [C:1]([C:5]1[CH:12]=[CH:11][C:8]([CH:9]=O)=[CH:7][CH:6]=1)([CH3:4])([CH3:3])[CH3:2].[Cl:13][C:14]1[CH:15]=[C:16]([CH2:21][CH2:22][NH2:23])[CH:17]=[CH:18][C:19]=1[Cl:20].[BH4-].[Na+]. Product: [C:1]([C:5]1[CH:12]=[CH:11][C:8]([CH2:9][NH:23][CH2:22][CH2:21][C:16]2[CH:17]=[CH:18][C:19]([Cl:20])=[C:14]([Cl:13])[CH:15]=2)=[CH:7][CH:6]=1)([CH3:4])([CH3:3])[CH3:2]. The catalyst class is: 240. (2) Reactant: CO[C:3](=[O:13])[C:4]1[C:9]([Cl:10])=[CH:8][CH:7]=[CH:6][C:5]=1[CH2:11]Br.[CH3:14][C:15]1[CH:22]=[CH:21][C:18]([CH2:19][NH2:20])=[CH:17][CH:16]=1.C([O-])([O-])=O.[K+].[K+].C(OCC)(=O)C. Product: [Cl:10][C:9]1[CH:8]=[CH:7][CH:6]=[C:5]2[C:4]=1[C:3](=[O:13])[N:20]([CH2:19][C:18]1[CH:21]=[CH:22][C:15]([CH3:14])=[CH:16][CH:17]=1)[CH2:11]2. The catalyst class is: 345.